Dataset: Forward reaction prediction with 1.9M reactions from USPTO patents (1976-2016). Task: Predict the product of the given reaction. (1) Given the reactants [F:1][C:2]([F:42])([F:41])[C:3]1[CH:4]=[C:5]([CH:34]=[C:35]([C:37]([F:40])([F:39])[F:38])[CH:36]=1)[CH2:6][N:7]([CH3:33])[C:8](=[O:32])[C:9]1[C:14]([C:15]2[CH:20]=[CH:19][CH:18]=[CH:17][C:16]=2[CH3:21])=[CH:13][C:12]([N:22]2[CH2:27][CH2:26][N:25]([C:28](=[O:31])[CH2:29]Br)[CH2:24][CH2:23]2)=[N:11][CH:10]=1.C(=O)(O)[O-:44].[Na+], predict the reaction product. The product is: [F:1][C:2]([F:42])([F:41])[C:3]1[CH:4]=[C:5]([CH:34]=[C:35]([C:37]([F:40])([F:39])[F:38])[CH:36]=1)[CH2:6][N:7]([CH3:33])[C:8](=[O:32])[C:9]1[C:14]([C:15]2[CH:20]=[CH:19][CH:18]=[CH:17][C:16]=2[CH3:21])=[CH:13][C:12]([N:22]2[CH2:27][CH2:26][N:25]([C:28](=[O:31])[CH2:29][OH:44])[CH2:24][CH2:23]2)=[N:11][CH:10]=1. (2) Given the reactants Cl[C:2]1[CH:7]=[C:6]([CH2:8][O:9][CH3:10])[N:5]=[C:4]([C:11]2[N:12]=[C:13]([CH3:16])[S:14][CH:15]=2)[N:3]=1.[Cl:17][C:18]1[CH:24]=[CH:23][C:22]([O:25][CH3:26])=[CH:21][C:19]=1[NH2:20], predict the reaction product. The product is: [Cl:17][C:18]1[CH:24]=[CH:23][C:22]([O:25][CH3:26])=[CH:21][C:19]=1[NH:20][C:2]1[CH:7]=[C:6]([CH2:8][O:9][CH3:10])[N:5]=[C:4]([C:11]2[N:12]=[C:13]([CH3:16])[S:14][CH:15]=2)[N:3]=1. (3) Given the reactants [CH2:1]([C@@:5]1([CH2:28][CH3:29])[NH:11][C@H:10]([C:12]2[CH:17]=[CH:16][CH:15]=[CH:14][CH:13]=2)[C:9]2[CH:18]=[C:19]([O:24][CH3:25])[C:20]([CH:22]=O)=[CH:21][C:8]=2[S:7](=[O:27])(=[O:26])[CH2:6]1)[CH2:2][CH2:3][CH3:4].[C:30]([O:38][CH2:39][CH3:40])(=[O:37])[CH2:31][C:32]([O:34][CH2:35][CH3:36])=[O:33].N1CCCCC1, predict the reaction product. The product is: [CH2:1]([C@@:5]1([CH2:28][CH3:29])[NH:11][C@H:10]([C:12]2[CH:17]=[CH:16][CH:15]=[CH:14][CH:13]=2)[C:9]2[CH:18]=[C:19]([O:24][CH3:25])[C:20]([CH:22]=[C:31]([C:32]([O:34][CH2:35][CH3:36])=[O:33])[C:30]([O:38][CH2:39][CH3:40])=[O:37])=[CH:21][C:8]=2[S:7](=[O:26])(=[O:27])[CH2:6]1)[CH2:2][CH2:3][CH3:4].